Dataset: Full USPTO retrosynthesis dataset with 1.9M reactions from patents (1976-2016). Task: Predict the reactants needed to synthesize the given product. (1) Given the product [CH3:1][C:2]1[N:10]=[CH:9][N:8]=[C:7]2[C:3]=1[N:4]=[CH:5][N:6]2[C@@H:11]1[O:17][C@H:16]([CH2:18][I:54])[C@@H:14]([OH:15])[C@H:12]1[OH:13], predict the reactants needed to synthesize it. The reactants are: [CH3:1][C:2]1[N:10]=[CH:9][N:8]=[C:7]2[C:3]=1[N:4]=[CH:5][N:6]2[C@@H:11]1[O:17][C@H:16]([CH2:18]O)[C@@H:14]([OH:15])[C@H:12]1[OH:13].C1(P(C2C=CC=CC=2)C2C=CC=CC=2)C=CC=CC=1.N1C=CN=C1.CC1N=CN=C2C=1NC=N2.[I:54]I. (2) The reactants are: [F:1][C:2]1[CH:9]=[CH:8][C:5]([CH:6]=O)=[CH:4][CH:3]=1.C(O)(=O)[CH2:11][C:12]([OH:14])=[O:13].N1CCCCC1.N1C=CC=CC=1.Cl. Given the product [F:1][C:2]1[CH:9]=[CH:8][C:5]([CH:6]=[CH:11][C:12]([OH:14])=[O:13])=[CH:4][CH:3]=1, predict the reactants needed to synthesize it. (3) Given the product [C:1]12([C:11]3[CH:12]=[C:13]([C:25]4[CH:30]=[N:29][C:28](/[CH:31]=[CH:32]/[C:33]([O:35][CH2:36][CH3:37])=[O:34])=[CH:27][N:26]=4)[CH:14]=[CH:15][C:16]=3[OH:17])[CH2:2][CH:3]3[CH2:4][CH:5]([CH2:6][CH:7]([CH2:9]3)[CH2:8]1)[CH2:10]2, predict the reactants needed to synthesize it. The reactants are: [C:1]12([C:11]3[CH:12]=[C:13]([C:25]4[CH:30]=[N:29][C:28](/[CH:31]=[CH:32]/[C:33]([O:35][CH2:36][CH3:37])=[O:34])=[CH:27][N:26]=4)[CH:14]=[CH:15][C:16]=3[O:17]CC3C=CC=CC=3)[CH2:10][CH:5]3[CH2:6][CH:7]([CH2:9][CH:3]([CH2:4]3)[CH2:2]1)[CH2:8]2.B(Br)(Br)Br. (4) Given the product [CH:3]([C:5]1[CH:6]=[C:7]([CH:12]=[CH:13][CH:14]=1)[C:8]([NH:2][CH3:1])=[O:9])=[O:4], predict the reactants needed to synthesize it. The reactants are: [CH3:1][NH2:2].[CH:3]([C:5]1[CH:6]=[C:7]([CH:12]=[CH:13][CH:14]=1)[C:8](OC)=[O:9])=[O:4].C[Al](C)C.C1(C)C=CC=CC=1. (5) Given the product [C:1]([N:5]1[CH2:22][CH:21]([CH2:23][O:24][CH3:27])[O:20][C:7]2([CH2:12][CH2:11][N:10]([C:13]([O:15][C:16]([CH3:17])([CH3:18])[CH3:19])=[O:14])[CH2:9][CH2:8]2)[CH2:6]1)([CH3:2])([CH3:3])[CH3:4], predict the reactants needed to synthesize it. The reactants are: [C:1]([N:5]1[CH2:22][CH:21]([CH2:23][OH:24])[O:20][C:7]2([CH2:12][CH2:11][N:10]([C:13]([O:15][C:16]([CH3:19])([CH3:18])[CH3:17])=[O:14])[CH2:9][CH2:8]2)[CH2:6]1)([CH3:4])([CH3:3])[CH3:2].[H-].[Na+].[CH3:27]I. (6) The reactants are: [F:1][C:2]1[CH:7]=[CH:6][C:5]([N+:8]([O-:10])=[O:9])=[CH:4][C:3]=1[C@:11]1([CH3:29])[CH2:16][S:15](=[O:18])(=[O:17])[C:14]([CH3:20])([CH3:19])[C:13]([NH:21][C:22](=[O:28])[O:23][C:24]([CH3:27])([CH3:26])[CH3:25])=[N:12]1.C[Si]([N-][Si](C)(C)C)(C)C.[K+].[CH2:40](Br)[CH:41]=[CH2:42]. Given the product [CH2:42]([C@H:16]1[S:15](=[O:18])(=[O:17])[C:14]([CH3:20])([CH3:19])[C:13]([NH:21][C:22](=[O:28])[O:23][C:24]([CH3:27])([CH3:26])[CH3:25])=[N:12][C@@:11]1([C:3]1[CH:4]=[C:5]([N+:8]([O-:10])=[O:9])[CH:6]=[CH:7][C:2]=1[F:1])[CH3:29])[CH:41]=[CH2:40].[CH2:42]([C@@H:16]1[S:15](=[O:18])(=[O:17])[C:14]([CH3:20])([CH3:19])[C:13]([NH:21][C:22](=[O:28])[O:23][C:24]([CH3:27])([CH3:26])[CH3:25])=[N:12][C@@:11]1([C:3]1[CH:4]=[C:5]([N+:8]([O-:10])=[O:9])[CH:6]=[CH:7][C:2]=1[F:1])[CH3:29])[CH:41]=[CH2:40], predict the reactants needed to synthesize it. (7) Given the product [CH3:4][S:1]([O:26][CH2:25][CH2:24][CH2:23][C@H:20]1[O:21][CH2:22][C@H:17]([C:10]2[C:11]3[C:16](=[CH:15][CH:14]=[CH:13][CH:12]=3)[C:7]([Cl:6])=[CH:8][CH:9]=2)[CH2:18][O:19]1)(=[O:3])=[O:2], predict the reactants needed to synthesize it. The reactants are: [S:1](Cl)([CH3:4])(=[O:3])=[O:2].[Cl:6][C:7]1[C:16]2[C:11](=[CH:12][CH:13]=[CH:14][CH:15]=2)[C:10]([C@@H:17]2[CH2:22][O:21][C@@H:20]([CH2:23][CH2:24][CH2:25][OH:26])[O:19][CH2:18]2)=[CH:9][CH:8]=1.C(N(CC)CC)C.O. (8) Given the product [CH2:19]([N:17]([CH3:18])[C@H:13]1[CH2:14][CH2:15][C:16]2[C:11](=[CH:10][CH:9]=[CH:8][C:7]=2[C:32]2[C:31]([CH3:44])=[N:30][N:29]([CH3:28])[C:33]=2[CH3:34])[CH2:12]1)[C:20]1[CH:25]=[CH:24][CH:23]=[CH:22][CH:21]=1, predict the reactants needed to synthesize it. The reactants are: FC(F)(F)S(O[C:7]1[C:16]2[CH2:15][CH2:14][C@H:13]([N:17]([CH2:19][C:20]3[CH:25]=[CH:24][CH:23]=[CH:22][CH:21]=3)[CH3:18])[CH2:12][C:11]=2[CH:10]=[CH:9][CH:8]=1)(=O)=O.[CH3:28][N:29]1[C:33]([CH3:34])=[C:32](B2OC(C)(C)C(C)(C)O2)[C:31]([CH3:44])=[N:30]1.C([O-])([O-])=O.[K+].[K+].